This data is from Forward reaction prediction with 1.9M reactions from USPTO patents (1976-2016). The task is: Predict the product of the given reaction. Given the reactants C(OC(=O)[NH:6][C:7]1[C:8]([C:14]([NH:16][C:17]2[CH:22]=[CH:21][CH:20]=[C:19]([CH3:23])[N:18]=2)=[O:15])=[N:9][C:10]([CH3:13])=[CH:11][CH:12]=1)C=C.C1([SiH3])C=CC=CC=1, predict the reaction product. The product is: [NH2:6][C:7]1[C:8]([C:14]([NH:16][C:17]2[CH:22]=[CH:21][CH:20]=[C:19]([CH3:23])[N:18]=2)=[O:15])=[N:9][C:10]([CH3:13])=[CH:11][CH:12]=1.